This data is from Reaction yield outcomes from USPTO patents with 853,638 reactions. The task is: Predict the reaction yield, written as a fraction of the theoretical maximum amount of product (1.0 means a 100% yield; for example, 0.34 means a 34% yield). The reactants are C([O:5][C:6]1[C:11]([CH2:12][N:13]2[CH2:18][CH2:17][C:16]([CH2:20][O:21][C:22]3[CH:27]=[CH:26][CH:25]=[CH:24][C:23]=3[Cl:28])([CH3:19])[CH2:15][CH2:14]2)=[N:10][CH:9]=[CH:8][N:7]=1)(C)(C)C.C(=O)([O-])[O-].[Na+].[Na+]. The catalyst is C(OCC)(=O)C.Cl.C(OCC)(=O)C. The product is [Cl:28][C:23]1[CH:24]=[CH:25][CH:26]=[CH:27][C:22]=1[O:21][CH2:20][C:16]1([CH3:19])[CH2:17][CH2:18][N:13]([CH2:12][C:11]2[C:6](=[O:5])[NH:7][CH:8]=[CH:9][N:10]=2)[CH2:14][CH2:15]1. The yield is 0.510.